From a dataset of Peptide-MHC class II binding affinity with 134,281 pairs from IEDB. Regression. Given a peptide amino acid sequence and an MHC pseudo amino acid sequence, predict their binding affinity value. This is MHC class II binding data. (1) The peptide sequence is FDPYGATISAKPESA. The MHC is HLA-DQA10401-DQB10402 with pseudo-sequence HLA-DQA10401-DQB10402. The binding affinity (normalized) is 0.664. (2) The peptide sequence is KKGMTTVLDFHPGAG. The MHC is HLA-DQA10501-DQB10302 with pseudo-sequence HLA-DQA10501-DQB10302. The binding affinity (normalized) is 0.317. (3) The peptide sequence is TFALWRVSAEEY. The MHC is DRB1_0901 with pseudo-sequence DRB1_0901. The binding affinity (normalized) is 0.423. (4) The peptide sequence is MGLLFRRLTSREVLL. The MHC is DRB1_1101 with pseudo-sequence DRB1_1101. The binding affinity (normalized) is 0.779. (5) The peptide sequence is IKYTRPGDSLAEVEL. The MHC is HLA-DPA10201-DPB10101 with pseudo-sequence HLA-DPA10201-DPB10101. The binding affinity (normalized) is 0.258.